Dataset: NCI-60 drug combinations with 297,098 pairs across 59 cell lines. Task: Regression. Given two drug SMILES strings and cell line genomic features, predict the synergy score measuring deviation from expected non-interaction effect. Drug 1: C1C(C(OC1N2C=C(C(=O)NC2=O)F)CO)O. Drug 2: CCN(CC)CCNC(=O)C1=C(NC(=C1C)C=C2C3=C(C=CC(=C3)F)NC2=O)C. Cell line: HCT-15. Synergy scores: CSS=10.3, Synergy_ZIP=0.194, Synergy_Bliss=3.93, Synergy_Loewe=-22.0, Synergy_HSA=-6.23.